This data is from Full USPTO retrosynthesis dataset with 1.9M reactions from patents (1976-2016). The task is: Predict the reactants needed to synthesize the given product. (1) Given the product [Br:8][C:5]1[CH:6]=[CH:7][C:2]([C:13]2[CH:12]=[CH:11][C:10]([F:9])=[CH:15][C:14]=2[F:16])=[N:3][CH:4]=1, predict the reactants needed to synthesize it. The reactants are: Br[C:2]1[CH:7]=[CH:6][C:5]([Br:8])=[CH:4][N:3]=1.[F:9][C:10]1[CH:15]=[C:14]([F:16])[CH:13]=[CH:12][C:11]=1B(O)O.C(=O)([O-])[O-].[K+].[K+].C1(P(C2C=CC=CC=2)C2C=CC=CC=2)C=CC=CC=1. (2) Given the product [CH2:23]([O:25][NH:26][C:19]([C:18]1[C:10]([NH:9][C:3]2[CH:4]=[CH:5][C:6]([I:8])=[CH:7][C:2]=2[F:1])=[C:11]2[C:15](=[CH:16][CH:17]=1)[NH:14][N:13]=[CH:12]2)=[O:20])[CH3:24], predict the reactants needed to synthesize it. The reactants are: [F:1][C:2]1[CH:7]=[C:6]([I:8])[CH:5]=[CH:4][C:3]=1[NH:9][C:10]1[C:18]([C:19](O)=[O:20])=[CH:17][CH:16]=[C:15]2[C:11]=1[CH:12]=[N:13][NH:14]2.Cl.[CH2:23]([O:25][NH2:26])[CH3:24].C1C=CC2N(O)N=NC=2C=1.CCN=C=NCCCN(C)C.CCN(C(C)C)C(C)C. (3) Given the product [S:3]1[CH:4]=[CH:5][CH:6]=[C:2]1[C:2]1[S:3][CH:4]=[CH:5][CH:6]=1, predict the reactants needed to synthesize it. The reactants are: Br[C:2]1[S:3][CH:4]=[CH:5][CH:6]=1.[Mg]. (4) Given the product [CH3:1][C:2]1[O:13][C:5]2[CH2:6][N:7]([CH3:12])[CH2:8][CH2:9][CH:10]([O:11][C:15]3[CH:24]=[CH:23][C:22]4[C:17](=[CH:18][CH:19]=[CH:20][CH:21]=4)[CH:16]=3)[C:4]=2[CH:3]=1, predict the reactants needed to synthesize it. The reactants are: [CH3:1][C:2]1[O:13][C:5]2[CH2:6][N:7]([CH3:12])[CH2:8][CH2:9][CH:10]([OH:11])[C:4]=2[CH:3]=1.F[C:15]1[CH:24]=[CH:23][C:22]2[C:17](=[CH:18][CH:19]=[CH:20][CH:21]=2)[CH:16]=1.